This data is from CYP3A4 inhibition data for predicting drug metabolism from PubChem BioAssay. The task is: Regression/Classification. Given a drug SMILES string, predict its absorption, distribution, metabolism, or excretion properties. Task type varies by dataset: regression for continuous measurements (e.g., permeability, clearance, half-life) or binary classification for categorical outcomes (e.g., BBB penetration, CYP inhibition). Dataset: cyp3a4_veith. (1) The drug is CC(C)N=C(N)/N=C(\N)Nc1ccc(Cl)cc1. The result is 0 (non-inhibitor). (2) The molecule is CCOc1c2ccc(C(=O)NCCCCc3ccccc3)cc2nn1CC. The result is 0 (non-inhibitor). (3) The drug is COc1cc(CNCCc2c[nH]c3ccccc23)ccc1OCc1ccccc1F.Cl. The result is 1 (inhibitor). (4) The drug is Cc1ccc(C(=O)NCC2CCCO2)cc1N1CCCC1=O. The result is 0 (non-inhibitor). (5) The compound is O=C(NCCN1CCOCC1)c1ccc2ccccc2c1. The result is 0 (non-inhibitor).